This data is from Reaction yield outcomes from USPTO patents with 853,638 reactions. The task is: Predict the reaction yield, written as a fraction of the theoretical maximum amount of product (1.0 means a 100% yield; for example, 0.34 means a 34% yield). (1) The reactants are [Cl:1][C:2]1[CH:3]=[CH:4][C:5]([O:32][C:33]2[CH:38]=[C:37]([F:39])[C:36]([S:40](=[O:59])(=[O:58])[N:41](CC3C=CC(OC)=CC=3OC)[C:42]3[S:46][N:45]=[CH:44][N:43]=3)=[CH:35][C:34]=2[F:60])=[C:6]([C:8]2[CH:9]=[CH:10][C:11]3[O:15][N:14]=[C:13]([N:16](C(OC(C)(C)C)=O)C(OC(C)(C)C)=O)[C:12]=3[CH:31]=2)[CH:7]=1.FC(F)(F)C(O)=O. The catalyst is ClCCl. The product is [NH2:16][C:13]1[C:12]2[CH:31]=[C:8]([C:6]3[CH:7]=[C:2]([Cl:1])[CH:3]=[CH:4][C:5]=3[O:32][C:33]3[C:34]([F:60])=[CH:35][C:36]([S:40]([NH:41][C:42]4[S:46][N:45]=[CH:44][N:43]=4)(=[O:58])=[O:59])=[C:37]([F:39])[CH:38]=3)[CH:9]=[CH:10][C:11]=2[O:15][N:14]=1. The yield is 0.630. (2) The reactants are [CH:1](=[O:9])[C:2]1[C:3](=[CH:5][CH:6]=[CH:7][CH:8]=1)[OH:4].N1C=CC=CC=1.Cl[C:17]([O:19][CH:20]([CH3:22])[CH3:21])=[O:18].C1(C)C=CC=CC=1.C(=O)=O.CC(C)=O. The catalyst is ClCCl. The product is [CH:20]([O:19][C:17]([O:4][C:3]1[CH:5]=[CH:6][CH:7]=[CH:8][C:2]=1[CH:1]=[O:9])=[O:18])([CH3:22])[CH3:21]. The yield is 0.880.